From a dataset of Forward reaction prediction with 1.9M reactions from USPTO patents (1976-2016). Predict the product of the given reaction. (1) Given the reactants [Si]([O:8][CH2:9][C@@H:10]([N:12]1[C:20]2[C:19]([CH3:21])=[C:18]([CH3:22])[N:17]=[C:16]([Cl:23])[C:15]=2[N:14]=[C:13]1[CH2:24][Cl:25])[CH3:11])(C(C)(C)C)(C)C.[F-].C([N+](CCCC)(CCCC)CCCC)CCC.C([O-])(O)=O.[Na+].C(Cl)Cl, predict the reaction product. The product is: [Cl:23][C:16]1[C:15]2[N:14]=[C:13]([CH2:24][Cl:25])[N:12]([C@@H:10]([CH3:11])[CH2:9][OH:8])[C:20]=2[C:19]([CH3:21])=[C:18]([CH3:22])[N:17]=1. (2) Given the reactants Cl[C:2]1[CH:3]=[CH:4][C:5]([N+:15]([O-:17])=[O:16])=[C:6]([NH:8][C:9](=[O:14])[C:10]([CH3:13])([CH3:12])[CH3:11])[CH:7]=1.[CH3:18][C:19]([SH:22])([CH3:21])[CH3:20].C(=O)([O-])[O-].[K+].[K+].O, predict the reaction product. The product is: [C:19]([S:22][C:2]1[CH:3]=[CH:4][C:5]([N+:15]([O-:17])=[O:16])=[C:6]([NH:8][C:9](=[O:14])[C:10]([CH3:13])([CH3:12])[CH3:11])[CH:7]=1)([CH3:21])([CH3:20])[CH3:18]. (3) The product is: [Si:1]([O:8][CH2:9][C@@H:10]1[CH:11]=[CH:23][C:22](=[O:26])[CH2:21][N:13]1[C:14]([O:15][C:16]([CH3:17])([CH3:18])[CH3:19])=[O:20])([C:4]([CH3:6])([CH3:5])[CH3:7])([CH3:3])[CH3:2]. Given the reactants [Si:1]([O:8][CH2:9][C@@H:10]([N:13]([CH2:21][C:22](=[O:26])[CH:23]=CC)[C:14](=[O:20])[O:15][C:16]([CH3:19])([CH3:18])[CH3:17])[CH:11]=C)([C:4]([CH3:7])([CH3:6])[CH3:5])([CH3:3])[CH3:2], predict the reaction product.